Dataset: Full USPTO retrosynthesis dataset with 1.9M reactions from patents (1976-2016). Task: Predict the reactants needed to synthesize the given product. (1) Given the product [CH3:1][S:2]([C:5]1[CH:10]=[CH:9][C:8]([O:11][CH2:20][CH2:19][Br:18])=[CH:7][CH:6]=1)(=[O:3])=[O:4], predict the reactants needed to synthesize it. The reactants are: [CH3:1][S:2]([C:5]1[CH:10]=[CH:9][C:8]([OH:11])=[CH:7][CH:6]=1)(=[O:4])=[O:3].C([O-])([O-])=O.[Cs+].[Cs+].[Br:18][CH2:19][CH2:20]Br. (2) Given the product [N:12]([C@@H:9]([C:6]1[CH:5]=[N:4][C:3]([O:2][CH3:1])=[CH:8][CH:7]=1)[CH2:11][OH:10])=[N+:13]=[N-:14], predict the reactants needed to synthesize it. The reactants are: [CH3:1][O:2][C:3]1[CH:8]=[CH:7][C:6]([C@@H:9]2[CH2:11][O:10]2)=[CH:5][N:4]=1.[N-:12]=[N+:13]=[N-:14].[Na+].Cl([O-])(=O)(=O)=O.[Li+]. (3) Given the product [F:29][C:30]([F:35])([F:34])[C:31]([O-:33])=[O:32].[C:1]1([C:7]2[S:11][C:10]([NH:12][C:13]([N:15]3[CH2:21][CH2:20][CH2:19][NH2+:18][CH2:17][CH2:16]3)=[O:14])=[N:9][CH:8]=2)[CH:2]=[CH:3][CH:4]=[CH:5][CH:6]=1, predict the reactants needed to synthesize it. The reactants are: [C:1]1([C:7]2[S:11][C:10]([NH:12][C:13]([N:15]3[CH2:21][CH2:20][CH2:19][N:18](C(OC(C)(C)C)=O)[CH2:17][CH2:16]3)=[O:14])=[N:9][CH:8]=2)[CH:6]=[CH:5][CH:4]=[CH:3][CH:2]=1.[F:29][C:30]([F:35])([F:34])[C:31]([OH:33])=[O:32]. (4) Given the product [CH3:26][O:25][C:19]1[CH:18]=[C:17]([C:6]([C:7]2[CH:8]=[C:9]([O:15][CH3:16])[CH:10]=[C:11]([O:13][CH3:14])[CH:12]=2)=[CH:5][C:4]([OH:27])=[O:3])[CH:22]=[CH:21][C:20]=1[O:23][CH3:24], predict the reactants needed to synthesize it. The reactants are: C([O:3][C:4](=[O:27])[CH:5]=[C:6]([C:17]1[CH:22]=[CH:21][C:20]([O:23][CH3:24])=[C:19]([O:25][CH3:26])[CH:18]=1)[C:7]1[CH:12]=[C:11]([O:13][CH3:14])[CH:10]=[C:9]([O:15][CH3:16])[CH:8]=1)C.[OH-].[K+].CO.Cl. (5) Given the product [CH3:41][N:40]([CH3:42])[CH:37]1[CH2:38][CH2:39][N:35]([C:33]([C:30]2[CH:31]=[CH:32][C:27]([NH:26][C:2]3[C:11]4=[N:12][NH:13][CH:14]=[C:10]4[C:9]4[CH:8]=[C:7]([O:24][CH3:25])[CH:6]=[CH:5][C:4]=4[N:3]=3)=[CH:28][CH:29]=2)=[O:34])[CH2:36]1, predict the reactants needed to synthesize it. The reactants are: Cl[C:2]1[C:11]2=[N:12][N:13](CC3C=CC(OC)=CC=3)[CH:14]=[C:10]2[C:9]2[CH:8]=[C:7]([O:24][CH3:25])[CH:6]=[CH:5][C:4]=2[N:3]=1.[NH2:26][C:27]1[CH:32]=[CH:31][C:30]([C:33]([N:35]2[CH2:39][CH2:38][CH:37]([N:40]([CH3:42])[CH3:41])[CH2:36]2)=[O:34])=[CH:29][CH:28]=1.Cl. (6) Given the product [C:30]([O:34][C:35](=[O:43])[C:36]1[CH:41]=[C:40]([C:2]2[CH:3]=[C:4]3[C:21](=[CH:22][CH:23]=2)[O:20][C:7]2([CH2:12][CH2:11][N:10]([C:13]([O:15][C:16]([CH3:17])([CH3:18])[CH3:19])=[O:14])[CH2:9][CH2:8]2)[CH2:6][C:5]3=[O:24])[CH:39]=[N:38][CH:37]=1)([CH3:33])([CH3:31])[CH3:32], predict the reactants needed to synthesize it. The reactants are: Br[C:2]1[CH:3]=[C:4]2[C:21](=[CH:22][CH:23]=1)[O:20][C:7]1([CH2:12][CH2:11][N:10]([C:13]([O:15][C:16]([CH3:19])([CH3:18])[CH3:17])=[O:14])[CH2:9][CH2:8]1)[CH2:6][C:5]2=[O:24].C(O[K])(C)=O.[C:30]([O:34][C:35](=[O:43])[C:36]1[CH:41]=[C:40](Br)[CH:39]=[N:38][CH:37]=1)([CH3:33])([CH3:32])[CH3:31].C([O-])([O-])=O.[Na+].[Na+]. (7) Given the product [Cl:18][C:7]1[CH:8]=[C:9]2[C:4](=[CH:5][CH:6]=1)[N:3]=[C:2]([NH:25][O:24][CH3:23])[N:11]=[C:10]2[C:12]1[CH:17]=[CH:16][CH:15]=[CH:14][CH:13]=1, predict the reactants needed to synthesize it. The reactants are: Cl[C:2]1[N:11]=[C:10]([C:12]2[CH:17]=[CH:16][CH:15]=[CH:14][CH:13]=2)[C:9]2[C:4](=[CH:5][CH:6]=[C:7]([Cl:18])[CH:8]=2)[N:3]=1.C(#N)C.Cl.[CH3:23][O:24][NH2:25].C(N(CC)CC)C. (8) Given the product [CH3:17][S:14]([C:10]1[CH:9]=[C:8]([C:6]2[N:7]=[C:2]([NH:30][C:31]3[CH:40]=[C:39]4[C:34]([CH2:35][CH2:36][C:37](=[O:41])[NH:38]4)=[CH:33][CH:32]=3)[C:3]3[NH:20][N:19]=[CH:18][C:4]=3[N:5]=2)[CH:13]=[CH:12][CH:11]=1)(=[O:16])=[O:15], predict the reactants needed to synthesize it. The reactants are: Cl[C:2]1[C:3]2[C:4](=[CH:18][N:19](CC3C=CC(OC)=CC=3)[N:20]=2)[N:5]=[C:6]([C:8]2[CH:13]=[CH:12][CH:11]=[C:10]([S:14]([CH3:17])(=[O:16])=[O:15])[CH:9]=2)[N:7]=1.[NH2:30][C:31]1[CH:40]=[C:39]2[C:34]([CH2:35][CH2:36][C:37](=[O:41])[NH:38]2)=[CH:33][CH:32]=1.Cl.